This data is from Forward reaction prediction with 1.9M reactions from USPTO patents (1976-2016). The task is: Predict the product of the given reaction. Given the reactants [Cl-].O[NH3+:3].[C:4](=[O:7])([O-])[OH:5].[Na+].CS(C)=O.[OH:13][C:14]([C:17]1[CH:22]=[CH:21][C:20]([N:23]2[C:28](=[O:29])[C:27]([CH2:30][C:31]3[CH:36]=[CH:35][C:34]([C:37]4[C:38]([C:43]#[N:44])=[CH:39][CH:40]=[CH:41][CH:42]=4)=[CH:33][CH:32]=3)=[C:26]([CH2:45][CH2:46][CH3:47])[N:25]=[C:24]2[CH3:48])=[CH:19][CH:18]=1)([CH3:16])[CH3:15], predict the reaction product. The product is: [OH:13][C:14]([C:17]1[CH:22]=[CH:21][C:20]([N:23]2[C:28](=[O:29])[C:27]([CH2:30][C:31]3[CH:36]=[CH:35][C:34]([C:37]4[CH:42]=[CH:41][CH:40]=[CH:39][C:38]=4[C:43]4[NH:3][C:4](=[O:7])[O:5][N:44]=4)=[CH:33][CH:32]=3)=[C:26]([CH2:45][CH2:46][CH3:47])[N:25]=[C:24]2[CH3:48])=[CH:19][CH:18]=1)([CH3:15])[CH3:16].